From a dataset of HIV replication inhibition screening data with 41,000+ compounds from the AIDS Antiviral Screen. Binary Classification. Given a drug SMILES string, predict its activity (active/inactive) in a high-throughput screening assay against a specified biological target. (1) The molecule is CCNc1ncnc2sc(SCc3ccccc3)nc12. The result is 0 (inactive). (2) The molecule is CC1(O)CC2C(CC1SCCO)C2(C)C. The result is 0 (inactive). (3) The molecule is O=C1C(=Cc2ccc([N+](=O)[O-])cc2)C(=O)c2ccccc21. The result is 0 (inactive). (4) The result is 0 (inactive). The drug is COCC12CCC(OC)C34C5CC6(O)C(OC)C=C(C5C6OC(=O)c5ccccc5)C(C(OC)C13)C4N(C)C2.